Dataset: Forward reaction prediction with 1.9M reactions from USPTO patents (1976-2016). Task: Predict the product of the given reaction. Given the reactants Br.[OH:2][C:3]([C:6]1[CH:7]=[CH:8][C:9]2[N:10]([CH:12]=[C:13]([C:15]([C:17]3[CH:22]=[CH:21][CH:20]=[CH:19][CH:18]=3)=[O:16])[N:14]=2)[CH:11]=1)([CH3:5])[CH3:4], predict the reaction product. The product is: [OH:2][C:3]([C:6]1[CH:7]=[CH:8][C:9]2[N:10]([CH:12]=[C:13]([C:15]([C:17]3[CH:22]=[CH:21][CH:20]=[CH:19][CH:18]=3)=[O:16])[N:14]=2)[CH:11]=1)([CH3:5])[CH3:4].